Dataset: Reaction yield outcomes from USPTO patents with 853,638 reactions. Task: Predict the reaction yield, written as a fraction of the theoretical maximum amount of product (1.0 means a 100% yield; for example, 0.34 means a 34% yield). (1) The reactants are [CH3:1][N:2]1[C@@H:19]2[CH2:20][C:7]3=[CH:8][CH:9]=[C:10]([OH:22])[C:11]4[O:12][C@H:13]5[C:14]([CH2:16][CH2:17][C@:18]2([OH:21])[C@:5]5([C:6]=43)[CH2:4][CH2:3]1)=[O:15].[ClH:23]. The catalyst is C(O)C. The product is [CH3:1][N:2]1[C@@H:19]2[CH2:20][C:7]3=[CH:8][CH:9]=[C:10]([OH:22])[C:11]4[O:12][C@H:13]5[C:14]([CH2:16][CH2:17][C@:18]2([OH:21])[C@:5]5([C:6]=43)[CH2:4][CH2:3]1)=[O:15].[ClH:23]. The yield is 0.867. (2) The reactants are [Sn](Cl)Cl.[N+:4]([C:7]1[CH:15]=[C:14]2[C:10]([C:11]([C:24]3[N:28]([CH2:29][O:30][CH2:31][CH2:32][Si:33]([CH3:36])([CH3:35])[CH3:34])[C:27]4[CH:37]=[CH:38][CH:39]=[CH:40][C:26]=4[N:25]=3)=[N:12][N:13]2[CH2:16][O:17][CH2:18][CH2:19][Si:20]([CH3:23])([CH3:22])[CH3:21])=[CH:9][CH:8]=1)([O-])=O.C(=O)(O)[O-].[Na+]. The catalyst is CN(C=O)C.O. The product is [NH2:4][C:7]1[CH:15]=[C:14]2[C:10]([C:11]([C:24]3[N:28]([CH2:29][O:30][CH2:31][CH2:32][Si:33]([CH3:35])([CH3:34])[CH3:36])[C:27]4[CH:37]=[CH:38][CH:39]=[CH:40][C:26]=4[N:25]=3)=[N:12][N:13]2[CH2:16][O:17][CH2:18][CH2:19][Si:20]([CH3:23])([CH3:22])[CH3:21])=[CH:9][CH:8]=1. The yield is 0.890.